This data is from Forward reaction prediction with 1.9M reactions from USPTO patents (1976-2016). The task is: Predict the product of the given reaction. Given the reactants [O:1]=[C:2]1[C:10]2[S:9][C:8]([NH:11][C:12](=[O:14])[CH3:13])=[N:7][C:6]=2[CH2:5][CH2:4][CH2:3]1.[F:15][C:16]1[CH:24]=[CH:23][C:19]([C:20](Cl)=[O:21])=[CH:18][N:17]=1, predict the reaction product. The product is: [F:15][C:16]1[N:17]=[CH:18][C:19]([C:20]([C:3]2[CH2:4][CH2:5][C:6]3[N:7]=[C:8]([NH:11][C:12](=[O:14])[CH3:13])[S:9][C:10]=3[C:2]=2[OH:1])=[O:21])=[CH:23][CH:24]=1.